This data is from Reaction yield outcomes from USPTO patents with 853,638 reactions. The task is: Predict the reaction yield, written as a fraction of the theoretical maximum amount of product (1.0 means a 100% yield; for example, 0.34 means a 34% yield). The reactants are C([O:4][C:5]([CH3:10])([CH3:9])[C:6](Cl)=[O:7])(=O)C.[Br:11][C:12]1[C:13]([F:22])=[C:14]2[C:20]([NH2:21])=[CH:19][NH:18][C:15]2=[N:16][CH:17]=1.C(N(CC)CC)C. The catalyst is ClCCl. The product is [Br:11][C:12]1[C:13]([F:22])=[C:14]2[C:20]([NH:21][C:6](=[O:7])[C:5]([OH:4])([CH3:9])[CH3:10])=[CH:19][NH:18][C:15]2=[N:16][CH:17]=1. The yield is 0.840.